From a dataset of NCI-60 drug combinations with 297,098 pairs across 59 cell lines. Regression. Given two drug SMILES strings and cell line genomic features, predict the synergy score measuring deviation from expected non-interaction effect. (1) Drug 1: CC12CCC3C(C1CCC2=O)CC(=C)C4=CC(=O)C=CC34C. Drug 2: CC(C1=C(C=CC(=C1Cl)F)Cl)OC2=C(N=CC(=C2)C3=CN(N=C3)C4CCNCC4)N. Cell line: SW-620. Synergy scores: CSS=6.40, Synergy_ZIP=-2.07, Synergy_Bliss=-8.72, Synergy_Loewe=-14.6, Synergy_HSA=-9.32. (2) Drug 1: C1=CN(C(=O)N=C1N)C2C(C(C(O2)CO)O)O.Cl. Drug 2: CN(C(=O)NC(C=O)C(C(C(CO)O)O)O)N=O. Cell line: HCT116. Synergy scores: CSS=40.4, Synergy_ZIP=2.42, Synergy_Bliss=-0.596, Synergy_Loewe=-20.5, Synergy_HSA=-0.162. (3) Drug 1: CC1OCC2C(O1)C(C(C(O2)OC3C4COC(=O)C4C(C5=CC6=C(C=C35)OCO6)C7=CC(=C(C(=C7)OC)O)OC)O)O. Drug 2: C1=CC(=CC=C1CC(C(=O)O)N)N(CCCl)CCCl.Cl. Cell line: BT-549. Synergy scores: CSS=43.4, Synergy_ZIP=11.2, Synergy_Bliss=11.8, Synergy_Loewe=7.48, Synergy_HSA=13.4. (4) Drug 1: CC(C1=C(C=CC(=C1Cl)F)Cl)OC2=C(N=CC(=C2)C3=CN(N=C3)C4CCNCC4)N. Drug 2: C1=CN(C=N1)CC(O)(P(=O)(O)O)P(=O)(O)O. Cell line: KM12. Synergy scores: CSS=36.0, Synergy_ZIP=-1.27, Synergy_Bliss=-2.31, Synergy_Loewe=-26.4, Synergy_HSA=1.16. (5) Drug 1: CS(=O)(=O)C1=CC(=C(C=C1)C(=O)NC2=CC(=C(C=C2)Cl)C3=CC=CC=N3)Cl. Drug 2: C1=CC(=CC=C1CC(C(=O)O)N)N(CCCl)CCCl.Cl. Cell line: U251. Synergy scores: CSS=22.6, Synergy_ZIP=-7.94, Synergy_Bliss=3.57, Synergy_Loewe=-3.29, Synergy_HSA=3.82. (6) Drug 1: CC12CCC3C(C1CCC2O)C(CC4=C3C=CC(=C4)O)CCCCCCCCCS(=O)CCCC(C(F)(F)F)(F)F. Drug 2: CC(C)NC(=O)C1=CC=C(C=C1)CNNC.Cl. Cell line: K-562. Synergy scores: CSS=3.82, Synergy_ZIP=-2.36, Synergy_Bliss=-8.33, Synergy_Loewe=-0.745, Synergy_HSA=-6.49. (7) Drug 1: COC1=CC(=CC(=C1O)OC)C2C3C(COC3=O)C(C4=CC5=C(C=C24)OCO5)OC6C(C(C7C(O6)COC(O7)C8=CC=CS8)O)O. Drug 2: CC1C(C(=O)NC(C(=O)N2CCCC2C(=O)N(CC(=O)N(C(C(=O)O1)C(C)C)C)C)C(C)C)NC(=O)C3=C4C(=C(C=C3)C)OC5=C(C(=O)C(=C(C5=N4)C(=O)NC6C(OC(=O)C(N(C(=O)CN(C(=O)C7CCCN7C(=O)C(NC6=O)C(C)C)C)C)C(C)C)C)N)C. Cell line: OVCAR-8. Synergy scores: CSS=28.7, Synergy_ZIP=5.83, Synergy_Bliss=6.47, Synergy_Loewe=7.02, Synergy_HSA=6.86.